Task: Regression. Given a peptide amino acid sequence and an MHC pseudo amino acid sequence, predict their binding affinity value. This is MHC class II binding data.. Dataset: Peptide-MHC class II binding affinity with 134,281 pairs from IEDB The peptide sequence is STWYGKPTAAGPKDN. The MHC is HLA-DPA10103-DPB10401 with pseudo-sequence HLA-DPA10103-DPB10401. The binding affinity (normalized) is 0.266.